Dataset: Catalyst prediction with 721,799 reactions and 888 catalyst types from USPTO. Task: Predict which catalyst facilitates the given reaction. (1) Reactant: Br[C:2]1[CH:3]=[C:4]([NH2:11])[CH:5]=[C:6]([N+:8]([O-:10])=[O:9])[CH:7]=1.[O:12]1[CH:16]=[CH:15][CH:14]=[C:13]1B(O)O.C(=O)([O-])[O-].[K+].[K+].Cl. Product: [O:12]1[CH:16]=[CH:15][CH:14]=[C:13]1[C:2]1[CH:3]=[C:4]([NH2:11])[CH:5]=[C:6]([N+:8]([O-:10])=[O:9])[CH:7]=1. The catalyst class is: 70. (2) Reactant: Br[C:2]1[CH:3]=[C:4]2[C:9](=[CH:10][CH:11]=1)[CH:8]=[N:7][CH2:6]/[C:5]/2=[CH:12]\[NH:13][CH2:14][C:15]1[CH:20]=[CH:19][C:18]([O:21][CH2:22][CH2:23][CH3:24])=[C:17]([OH:25])[CH:16]=1.[S:26]1[CH:30]=[CH:29][C:28](B(O)O)=[CH:27]1.C(=O)([O-])[O-].[Na+].[Na+]. Product: [OH:25][C:17]1[CH:16]=[C:15]([CH:20]=[CH:19][C:18]=1[O:21][CH2:22][CH2:23][CH3:24])[CH2:14][NH:13]/[CH:12]=[C:5]1\[CH2:6][N:7]=[CH:8][C:9]2[C:4]\1=[CH:3][C:2]([C:28]1[CH:29]=[CH:30][S:26][CH:27]=1)=[CH:11][CH:10]=2. The catalyst class is: 35. (3) Reactant: [F:1][CH:2]([F:24])[CH2:3][O:4][C@H:5]1[CH2:9][N:8]([C:10]([O:12][CH2:13][C:14]2[CH:19]=[CH:18][CH:17]=[CH:16][CH:15]=2)=[O:11])[CH:7]([C:20](OC)=[O:21])[CH2:6]1.[BH4-].[Li+].O. Product: [F:24][CH:2]([F:1])[CH2:3][O:4][C@H:5]1[CH2:9][N:8]([C:10]([O:12][CH2:13][C:14]2[CH:19]=[CH:18][CH:17]=[CH:16][CH:15]=2)=[O:11])[CH:7]([CH2:20][OH:21])[CH2:6]1. The catalyst class is: 7. (4) Reactant: [F:1][C:2]1[CH:7]=[C:6]([F:8])[CH:5]=[CH:4][C:3]=1[C:9]1[N:10]2[C:15]([CH:16]=[CH:17][CH:18]=1)=[C:14]([C:19]1[C:27]([F:28])=[CH:26][C:22]([C:23]([OH:25])=O)=[CH:21][C:20]=1[F:29])[C:13](=[O:30])[CH:12]=[CH:11]2.C(Cl)CCl.C1C=CC2N(O)N=NC=2C=1.O[N:46]=[C:47]([NH2:49])[CH3:48]. Product: [F:29][C:20]1[CH:21]=[C:22]([C:23]2[O:25][N:49]=[C:47]([CH3:48])[N:46]=2)[CH:26]=[C:27]([F:28])[C:19]=1[C:14]1[C:13](=[O:30])[CH:12]=[CH:11][N:10]2[C:15]=1[CH:16]=[CH:17][CH:18]=[C:9]2[C:3]1[CH:4]=[CH:5][C:6]([F:8])=[CH:7][C:2]=1[F:1]. The catalyst class is: 37. (5) Reactant: [C:1]([O:5][C:6]([N:8]1[CH2:12][CH2:11][CH:10]([C:13]([OH:15])=[O:14])[CH2:9]1)=[O:7])([CH3:4])([CH3:3])[CH3:2].[CH2:16](N(CC)CC)[CH3:17].ClC(OCC)=O.CN(C1C=CC=CN=1)C. Product: [N:8]1([C:6]([O:5][C:1]([CH3:4])([CH3:2])[CH3:3])=[O:7])[CH2:12][CH2:11][CH:10]([C:13]([O:15][CH2:16][CH3:17])=[O:14])[CH2:9]1. The catalyst class is: 214.